From a dataset of Forward reaction prediction with 1.9M reactions from USPTO patents (1976-2016). Predict the product of the given reaction. (1) Given the reactants [NH:1](C(OC(C)(C)C)=O)[C@H:2]([C:5]([OH:7])=[O:6])[CH2:3][NH2:4].[NH2:15][CH2:16][CH2:17][C:18]1[CH:19]=[N:20][CH:21]=[CH:22][CH:23]=1.[C:24]([OH:30])([C:26]([F:29])([F:28])[F:27])=[O:25], predict the reaction product. The product is: [NH2:1][C@H:2]([C:5]([OH:7])=[O:6])[CH2:3][NH2:4].[OH:30][C:24]([C:26]([F:29])([F:28])[F:27])=[O:25].[NH2:15][CH2:16][CH2:17][C:18]1[CH:19]=[N:20][CH:21]=[CH:22][CH:23]=1. (2) Given the reactants Br[C:2]1[CH:11]=[CH:10][C:9]([C:12]([NH:14][CH2:15][C:16]([CH3:19])([CH3:18])[CH3:17])=[O:13])=[CH:8][C:3]=1[C:4]([O:6][CH3:7])=[O:5].C1(NC(C2C=C(F)C(C)=C([C:32]3[C:33]([C:46]([OH:48])=[O:47])=[CH:34][C:35](C(NCC(C)(C)C)=O)=[CH:36][CH:37]=3)C=2)=O)CC1.[C:51](=O)([O-])[O-].[K+].[K+].C(O)(=O)C, predict the reaction product. The product is: [CH3:17][C:16]([CH3:19])([CH3:18])[CH2:15][NH:14][C:12]([C:9]1[CH:10]=[CH:11][C:2]([C:35]2[C:36]([CH3:51])=[CH:37][CH:32]=[C:33]([C:46]([OH:48])=[O:47])[CH:34]=2)=[C:3]([C:4]([O:6][CH3:7])=[O:5])[CH:8]=1)=[O:13]. (3) Given the reactants C(O)(C(F)(F)F)=O.[CH3:8][N:9]1[C:13]2[C:14]([CH3:54])=[CH:15][C:16]([C:18]([C:20]3[CH:25]=[C:24]([NH:26]C(=O)OC(C)(C)C)[N:23]=[C:22]([N:34]4[CH2:39][CH2:38][CH:37]([N:40]5[CH2:46][CH2:45][C:44]6[CH:47]=[C:48]([O:51][CH3:52])[CH:49]=[CH:50][C:43]=6[NH:42][C:41]5=[O:53])[CH2:36][CH2:35]4)[CH:21]=3)=[O:19])=[CH:17][C:12]=2[O:11][C:10]1=[O:55], predict the reaction product. The product is: [NH2:26][C:24]1[N:23]=[C:22]([N:34]2[CH2:39][CH2:38][CH:37]([N:40]3[CH2:46][CH2:45][C:44]4[CH:47]=[C:48]([O:51][CH3:52])[CH:49]=[CH:50][C:43]=4[NH:42][C:41]3=[O:53])[CH2:36][CH2:35]2)[CH:21]=[C:20]([C:18]([C:16]2[CH:15]=[C:14]([CH3:54])[C:13]3[N:9]([CH3:8])[C:10](=[O:55])[O:11][C:12]=3[CH:17]=2)=[O:19])[CH:25]=1. (4) Given the reactants C(O)(C(F)(F)F)=O.[F:8][C:9]1[C:14]([O:15][CH3:16])=[CH:13][C:12]([O:17][CH3:18])=[C:11]([F:19])[C:10]=1[C:20]1[N:25]=[C:24]2[NH:26][N:27]=[C:28](I)[C:23]2=[CH:22][N:21]=1.[CH3:30][N:31]1[CH2:36][CH2:35][N:34]([C:37]2[CH:42]=[CH:41][C:40](B3OC(C)(C)C(C)(C)O3)=[CH:39][CH:38]=2)[CH2:33][CH2:32]1, predict the reaction product. The product is: [F:8][C:9]1[C:14]([O:15][CH3:16])=[CH:13][C:12]([O:17][CH3:18])=[C:11]([F:19])[C:10]=1[C:20]1[N:25]=[C:24]2[NH:26][N:27]=[C:28]([C:40]3[CH:39]=[CH:38][C:37]([N:34]4[CH2:35][CH2:36][N:31]([CH3:30])[CH2:32][CH2:33]4)=[CH:42][CH:41]=3)[C:23]2=[CH:22][N:21]=1.